From a dataset of Forward reaction prediction with 1.9M reactions from USPTO patents (1976-2016). Predict the product of the given reaction. Given the reactants COC1C=CC(C[N:8]2[C:13](=[O:14])[C:12]([NH:15][CH2:16][C:17]3[S:18][C:19]([CH3:22])=[N:20][N:21]=3)=[CH:11][C:10]([O:23][CH2:24][C@H:25]3[CH2:27][C@@H:26]3[C:28]3[CH:33]=[CH:32][C:31]([O:34][CH3:35])=[CH:30][N:29]=3)=[N:9]2)=CC=1, predict the reaction product. The product is: [CH3:35][O:34][C:31]1[CH:32]=[CH:33][C:28]([C@H:26]2[CH2:27][C@@H:25]2[CH2:24][O:23][C:10]2[CH:11]=[C:12]([NH:15][CH2:16][C:17]3[S:18][C:19]([CH3:22])=[N:20][N:21]=3)[C:13](=[O:14])[NH:8][N:9]=2)=[N:29][CH:30]=1.